From a dataset of NCI-60 drug combinations with 297,098 pairs across 59 cell lines. Regression. Given two drug SMILES strings and cell line genomic features, predict the synergy score measuring deviation from expected non-interaction effect. Drug 1: CC1=C2C(C(=O)C3(C(CC4C(C3C(C(C2(C)C)(CC1OC(=O)C(C(C5=CC=CC=C5)NC(=O)OC(C)(C)C)O)O)OC(=O)C6=CC=CC=C6)(CO4)OC(=O)C)OC)C)OC. Drug 2: C1CCN(CC1)CCOC2=CC=C(C=C2)C(=O)C3=C(SC4=C3C=CC(=C4)O)C5=CC=C(C=C5)O. Cell line: U251. Synergy scores: CSS=37.7, Synergy_ZIP=-0.0343, Synergy_Bliss=-4.57, Synergy_Loewe=-37.6, Synergy_HSA=-4.27.